Dataset: Human liver microsome stability data. Task: Regression/Classification. Given a drug SMILES string, predict its absorption, distribution, metabolism, or excretion properties. Task type varies by dataset: regression for continuous measurements (e.g., permeability, clearance, half-life) or binary classification for categorical outcomes (e.g., BBB penetration, CYP inhibition). Dataset: hlm. (1) The drug is COC(=O)c1cc(N)c(Nc2ccc(C#N)cc2)cc1Oc1c(C)cc(CCC#N)cc1C. The result is 0 (unstable in human liver microsomes). (2) The compound is C[C@@H]1CN(c2ccc(F)cc2C(F)(F)F)CCN1S(=O)(=O)c1ccc(OC(F)F)cc1Cl. The result is 1 (stable in human liver microsomes). (3) The drug is COc1ccccc1C(=NC1CCCCC1)NO. The result is 0 (unstable in human liver microsomes). (4) The molecule is CC(C)S(=O)(=O)c1cccc(Oc2ccc(Cl)c(-n3cnc4c(C(F)(F)F)cccc43)c2)c1. The result is 1 (stable in human liver microsomes). (5) The drug is O=C(Nc1cc2ccnc(O)c2cc1Cl)C(NC1CC1)c1ccccc1. The result is 1 (stable in human liver microsomes).